This data is from NCI-60 drug combinations with 297,098 pairs across 59 cell lines. The task is: Regression. Given two drug SMILES strings and cell line genomic features, predict the synergy score measuring deviation from expected non-interaction effect. (1) Drug 1: CC1=C(C=C(C=C1)NC(=O)C2=CC=C(C=C2)CN3CCN(CC3)C)NC4=NC=CC(=N4)C5=CN=CC=C5. Drug 2: CC1=C(C(=O)C2=C(C1=O)N3CC4C(C3(C2COC(=O)N)OC)N4)N. Cell line: KM12. Synergy scores: CSS=30.6, Synergy_ZIP=-3.66, Synergy_Bliss=-7.64, Synergy_Loewe=-30.3, Synergy_HSA=-5.31. (2) Drug 1: C1C(C(OC1N2C=NC3=C(N=C(N=C32)Cl)N)CO)O. Drug 2: CC1CCC2CC(C(=CC=CC=CC(CC(C(=O)C(C(C(=CC(C(=O)CC(OC(=O)C3CCCCN3C(=O)C(=O)C1(O2)O)C(C)CC4CCC(C(C4)OC)OCCO)C)C)O)OC)C)C)C)OC. Cell line: MDA-MB-231. Synergy scores: CSS=37.5, Synergy_ZIP=-2.10, Synergy_Bliss=-1.90, Synergy_Loewe=-3.75, Synergy_HSA=-0.410. (3) Cell line: KM12. Synergy scores: CSS=19.6, Synergy_ZIP=-6.76, Synergy_Bliss=-7.68, Synergy_Loewe=-14.2, Synergy_HSA=-4.06. Drug 1: CC1C(C(=O)NC(C(=O)N2CCCC2C(=O)N(CC(=O)N(C(C(=O)O1)C(C)C)C)C)C(C)C)NC(=O)C3=C4C(=C(C=C3)C)OC5=C(C(=O)C(=C(C5=N4)C(=O)NC6C(OC(=O)C(N(C(=O)CN(C(=O)C7CCCN7C(=O)C(NC6=O)C(C)C)C)C)C(C)C)C)N)C. Drug 2: C1CN1P(=S)(N2CC2)N3CC3. (4) Drug 1: CC12CCC3C(C1CCC2=O)CC(=C)C4=CC(=O)C=CC34C. Drug 2: C1=NC2=C(N1)C(=S)N=C(N2)N. Cell line: OVCAR-4. Synergy scores: CSS=64.9, Synergy_ZIP=-4.09, Synergy_Bliss=-2.55, Synergy_Loewe=-7.15, Synergy_HSA=0.142.